Dataset: Forward reaction prediction with 1.9M reactions from USPTO patents (1976-2016). Task: Predict the product of the given reaction. (1) Given the reactants Br[C:2]1[CH:3]=[C:4]([C:12]2[N:13]=[C:14]3[N:19]([CH:20]=2)[N:18]=[C:17]([O:21][CH2:22][CH3:23])[CH:16]=[CH:15]3)[CH:5]=[CH:6][C:7]=1[C:8]([F:11])([F:10])[F:9].[C:24]([Cu])#[N:25], predict the reaction product. The product is: [CH2:22]([O:21][C:17]1[CH:16]=[CH:15][C:14]2=[N:13][C:12]([C:4]3[CH:5]=[CH:6][C:7]([C:8]([F:11])([F:10])[F:9])=[C:2]([CH:3]=3)[C:24]#[N:25])=[CH:20][N:19]2[N:18]=1)[CH3:23]. (2) Given the reactants Br[C:2]1[N:7]2[CH:8]=[CH:9][N:10]=[C:6]2[C:5]([NH:11][C:12]2[CH:27]=[CH:26][C:15]([C:16]([NH:18][CH2:19][CH2:20][N:21]([CH2:24][CH3:25])[CH2:22][CH3:23])=[O:17])=[CH:14][CH:13]=2)=[N:4][CH:3]=1.CC1(C)C(C)(C)OB([C:36]2[CH:37]=[N:38][NH:39][CH:40]=2)O1.CC([O-])(C)C.[Na+], predict the reaction product. The product is: [NH3:4].[CH2:22]([N:21]([CH2:24][CH3:25])[CH2:20][CH2:19][NH:18][C:16](=[O:17])[C:15]1[CH:26]=[CH:27][C:12]([NH:11][C:5]2[C:6]3[N:7]([CH:8]=[CH:9][N:10]=3)[C:2]([C:36]3[CH:37]=[N:38][NH:39][CH:40]=3)=[CH:3][N:4]=2)=[CH:13][CH:14]=1)[CH3:23]. (3) Given the reactants Cl[C:2]1[N:7]=[C:6]2[C:8]([CH3:22])([CH3:21])[N:9]([CH2:12][C:13]3[CH:18]=[CH:17][C:16]([O:19][CH3:20])=[CH:15][CH:14]=3)[C:10](=[O:11])[C:5]2=[CH:4][CH:3]=1.[O-:23][CH2:24][CH3:25].[Na+], predict the reaction product. The product is: [CH2:24]([O:23][C:2]1[N:7]=[C:6]2[C:8]([CH3:22])([CH3:21])[N:9]([CH2:12][C:13]3[CH:18]=[CH:17][C:16]([O:19][CH3:20])=[CH:15][CH:14]=3)[C:10](=[O:11])[C:5]2=[CH:4][CH:3]=1)[CH3:25]. (4) The product is: [ClH:34].[ClH:34].[ClH:34].[ClH:34].[NH2:24][C:21]1[CH:22]=[CH:23][C:18]([NH:17][CH2:16][CH:13]2[CH2:12][CH2:11][CH:10]([CH2:9][NH:8][C:7]3[CH:27]=[CH:28][C:4]([NH2:1])=[CH:5][CH:6]=3)[CH2:15][CH2:14]2)=[CH:19][CH:20]=1. Given the reactants [N+:1]([C:4]1[CH:28]=[CH:27][C:7]([NH:8][CH2:9][CH:10]2[CH2:15][CH2:14][CH:13]([CH2:16][NH:17][C:18]3[CH:23]=[CH:22][C:21]([N+:24]([O-])=O)=[CH:20][CH:19]=3)[CH2:12][CH2:11]2)=[CH:6][CH:5]=1)([O-])=O.[H][H].C(O)C.[ClH:34].C(OC(C)C)(C)C, predict the reaction product.